This data is from Full USPTO retrosynthesis dataset with 1.9M reactions from patents (1976-2016). The task is: Predict the reactants needed to synthesize the given product. Given the product [CH2:16]([O:15][C:13]([N:9]1[CH2:10][CH2:11][CH2:12][CH:7]([N:6]2[C:2]([NH:1][C:32](=[O:34])[CH3:33])=[C:3]([C:30]#[N:31])[C:4]([C:23]3[CH:28]=[CH:27][C:26]([I:29])=[CH:25][CH:24]=3)=[N:5]2)[CH2:8]1)=[O:14])[C:17]1[CH:22]=[CH:21][CH:20]=[CH:19][CH:18]=1, predict the reactants needed to synthesize it. The reactants are: [NH2:1][C:2]1[N:6]([CH:7]2[CH2:12][CH2:11][CH2:10][N:9]([C:13]([O:15][CH2:16][C:17]3[CH:22]=[CH:21][CH:20]=[CH:19][CH:18]=3)=[O:14])[CH2:8]2)[N:5]=[C:4]([C:23]2[CH:28]=[CH:27][C:26]([I:29])=[CH:25][CH:24]=2)[C:3]=1[C:30]#[N:31].[C:32](Cl)(=[O:34])[CH3:33].C(N(CC)CC)C.